Dataset: Reaction yield outcomes from USPTO patents with 853,638 reactions. Task: Predict the reaction yield, written as a fraction of the theoretical maximum amount of product (1.0 means a 100% yield; for example, 0.34 means a 34% yield). (1) The reactants are I[C:2]1[C:7]([N+:8]([O-:10])=[O:9])=[CH:6][CH:5]=[CH:4][C:3]=1[N+:11]([O-:13])=[O:12].C1([Mg]Br)C=CC=CC=1.[CH:22](=[O:26])[CH:23]([CH3:25])[CH3:24]. The catalyst is C1COCC1. The product is [N+:11]([C:3]1[CH:4]=[CH:5][CH:6]=[C:7]([N+:8]([O-:10])=[O:9])[C:2]=1[CH:22]([OH:26])[CH:23]([CH3:25])[CH3:24])([O-:13])=[O:12]. The yield is 0.300. (2) The reactants are [CH3:1][O:2][C:3]1[CH:4]=[C:5]2[C:9](=[CH:10][CH:11]=1)[NH:8][CH:7]=[C:6]2[CH2:12][C:13]([O:15][CH3:16])=[O:14].[C:17]([O-])([O-])=O.[K+].[K+].S(OC)(OC)(=O)=O. The catalyst is C(#N)C. The product is [CH3:1][O:2][C:3]1[CH:4]=[C:5]2[C:9](=[CH:10][CH:11]=1)[N:8]([CH3:17])[CH:7]=[C:6]2[CH2:12][C:13]([O:15][CH3:16])=[O:14]. The yield is 0.200.